From a dataset of Catalyst prediction with 721,799 reactions and 888 catalyst types from USPTO. Predict which catalyst facilitates the given reaction. (1) Reactant: [CH:1]([O:4][C:5]1[CH:10]=[CH:9][C:8]([C:11]2[O:15][N:14]=[C:13]([C:16]3[CH:21]=[CH:20][C:19]([CH:22]([OH:25])CO)=[CH:18][C:17]=3[CH3:26])[N:12]=2)=[CH:7][C:6]=1[C:27]([F:30])([F:29])[F:28])([CH3:3])[CH3:2].I([O-])(=O)(=O)=O.[Na+].C1COCC1.O. Product: [CH:1]([O:4][C:5]1[CH:10]=[CH:9][C:8]([C:11]2[O:15][N:14]=[C:13]([C:16]3[CH:21]=[CH:20][C:19]([CH:22]=[O:25])=[CH:18][C:17]=3[CH3:26])[N:12]=2)=[CH:7][C:6]=1[C:27]([F:28])([F:29])[F:30])([CH3:3])[CH3:2]. The catalyst class is: 170. (2) Reactant: [NH:1]1[C:5]2[CH:6]=[CH:7][CH:8]=[CH:9][C:4]=2[N:3]=[C:2]1[NH:10][C:11]1[CH:16]=[CH:15][C:14]([C:17]2[CH:22]=[CH:21][C:20]([C:23]([C@@H:25]3[CH2:29][CH2:28][CH2:27][C@H:26]3[C:30]([O:32]C)=[O:31])=[O:24])=[CH:19][CH:18]=2)=[CH:13][C:12]=1[F:34].[OH-].[Na+]. Product: [NH:1]1[C:5]2[CH:6]=[CH:7][CH:8]=[CH:9][C:4]=2[N:3]=[C:2]1[NH:10][C:11]1[CH:16]=[CH:15][C:14]([C:17]2[CH:22]=[CH:21][C:20]([C:23]([C@@H:25]3[CH2:29][CH2:28][CH2:27][C@H:26]3[C:30]([OH:32])=[O:31])=[O:24])=[CH:19][CH:18]=2)=[CH:13][C:12]=1[F:34]. The catalyst class is: 92. (3) Reactant: Br[CH2:2][CH2:3][C:4]1[C:12]2[C:7](=[CH:8][CH:9]=[CH:10][CH:11]=2)[NH:6][CH:5]=1.[CH:13]1[C:22]2[C:17](=[CH:18][CH:19]=[CH:20][CH:21]=2)[CH:16]=[CH:15][N:14]=1. Product: [NH:6]1[C:7]2[C:12](=[CH:11][CH:10]=[CH:9][CH:8]=2)[C:4]([CH2:3][CH2:2][N:14]2[CH2:15][CH2:16][C:17]3[C:22](=[CH:21][CH:20]=[CH:19][CH:18]=3)[CH2:13]2)=[CH:5]1. The catalyst class is: 12. (4) Reactant: [C:1]([C:9]1([F:22])[CH2:14][CH2:13][N:12]([C:15]([O:17][C:18]([CH3:21])([CH3:20])[CH3:19])=[O:16])[CH2:11][CH2:10]1)(=[O:8])[C:2]1[CH:7]=[CH:6][CH:5]=[CH:4][CH:3]=1.[BH4-].[Na+]. Product: [F:22][C:9]1([CH:1]([OH:8])[C:2]2[CH:3]=[CH:4][CH:5]=[CH:6][CH:7]=2)[CH2:10][CH2:11][N:12]([C:15]([O:17][C:18]([CH3:20])([CH3:19])[CH3:21])=[O:16])[CH2:13][CH2:14]1. The catalyst class is: 83. (5) Reactant: [CH2:1]([NH:5][C:6]1[N:14]=[C:13]2[C:9]([N:10]=[C:11]([O:15][CH3:16])[NH:12]2)=[C:8]([NH2:17])[N:7]=1)[CH2:2][CH2:3][CH3:4].C(=O)([O-])[O-].[K+].[K+].CS(O[CH2:29][CH2:30][CH2:31][CH2:32][CH:33]1[CH2:38][CH2:37][CH2:36][O:35][CH2:34]1)(=O)=O. Product: [CH2:1]([NH:5][C:6]1[N:14]=[C:13]2[C:9]([N:10]=[C:11]([O:15][CH3:16])[N:12]2[CH2:29][CH2:30][CH2:31][CH2:32][CH:33]2[CH2:38][CH2:37][CH2:36][O:35][CH2:34]2)=[C:8]([NH2:17])[N:7]=1)[CH2:2][CH2:3][CH3:4]. The catalyst class is: 42. (6) Reactant: Br[C:2]1[CH:7]=[CH:6][N:5]=[C:4]2[N:8]([CH:22]([CH3:24])[CH3:23])[CH:9]=[C:10]([C:11]3[CH:16]=[CH:15][CH:14]=[C:13]([N:17]4[CH2:21][CH2:20][CH2:19][CH2:18]4)[CH:12]=3)[C:3]=12.[CH3:25][N:26]1[CH:30]=[CH:29][C:28]([S:31]([NH2:34])(=[O:33])=[O:32])=[N:27]1.C(=O)([O-])[O-].[Cs+].[Cs+].CN(C)C1C=CC=CC=1C1C=CC=CC=1P(C1CCCCC1)C1CCCCC1. Product: [CH:22]([N:8]1[C:4]2=[N:5][CH:6]=[CH:7][C:2]([NH:34][S:31]([C:28]3[CH:29]=[CH:30][N:26]([CH3:25])[N:27]=3)(=[O:33])=[O:32])=[C:3]2[C:10]([C:11]2[CH:16]=[CH:15][CH:14]=[C:13]([N:17]3[CH2:21][CH2:20][CH2:19][CH2:18]3)[CH:12]=2)=[CH:9]1)([CH3:24])[CH3:23]. The catalyst class is: 62.